Dataset: Full USPTO retrosynthesis dataset with 1.9M reactions from patents (1976-2016). Task: Predict the reactants needed to synthesize the given product. (1) Given the product [OH:32][NH:31][C:3]([CH2:4][CH2:5][C:6]1[C:7](=[O:27])[N:8]([CH2:11][C:12]2[CH:17]=[CH:16][C:15]([NH:18][C:19](=[O:26])[C:20]3[CH:21]=[CH:22][CH:23]=[CH:24][CH:25]=3)=[CH:14][CH:13]=2)[CH2:9][CH:10]=1)=[O:2], predict the reactants needed to synthesize it. The reactants are: C[O:2][C:3](=O)[CH2:4][CH2:5][C:6]1[C:7](=[O:27])[N:8]([CH2:11][C:12]2[CH:17]=[CH:16][C:15]([NH:18][C:19](=[O:26])[C:20]3[CH:25]=[CH:24][CH:23]=[CH:22][CH:21]=3)=[CH:14][CH:13]=2)[CH2:9][CH:10]=1.CO.[NH2:31][O:32][K].C(O)(=O)C. (2) Given the product [CH3:1][N:2]1[C:10]2[C:5](=[CH:6][CH:7]=[CH:8][CH:9]=2)[C:4]([C:11]([N:13]2[CH2:18][CH2:17][N:16]([C:19]3[CH:20]=[CH:21][C:22]([O:25][CH2:26][CH2:27][CH2:28][N:29]4[CH2:34][CH2:33][CH2:32][CH2:31][CH2:30]4)=[CH:23][CH:24]=3)[CH2:15][CH2:14]2)=[O:12])=[C:3]1[CH2:35][C:36]([OH:38])=[O:37], predict the reactants needed to synthesize it. The reactants are: [CH3:1][N:2]1[C:10]2[C:5](=[CH:6][CH:7]=[CH:8][CH:9]=2)[C:4]([C:11]([N:13]2[CH2:18][CH2:17][N:16]([C:19]3[CH:24]=[CH:23][C:22]([O:25][CH2:26][CH2:27][CH2:28][N:29]4[CH2:34][CH2:33][CH2:32][CH2:31][CH2:30]4)=[CH:21][CH:20]=3)[CH2:15][CH2:14]2)=[O:12])=[C:3]1[CH2:35][C:36]([O:38]CC)=[O:37].[OH-].[Na+]. (3) Given the product [CH3:14][CH:13]([CH3:15])[CH2:12][C@H:11]([NH:16][C:53]([C:32]1[S:28][C:29]2[CH:35]=[CH:34][S:33][C:30]=2[CH:31]=1)=[O:54])[C:10](=[O:17])[NH:9][CH:8]1[CH2:7][CH2:6][CH2:5][N:4]([S:18]([C:21]2[C:26]([CH3:27])=[CH:25][CH:24]=[CH:23][N:22]=2)(=[O:20])=[O:19])[CH2:3][C:2]1=[O:1], predict the reactants needed to synthesize it. The reactants are: [OH:1][CH:2]1[CH:8]([NH:9][C:10](=[O:17])[C@@H:11]([NH2:16])[CH2:12][CH:13]([CH3:15])[CH3:14])[CH2:7][CH2:6][CH2:5][N:4]([S:18]([C:21]2[C:26]([CH3:27])=[CH:25][CH:24]=[CH:23][N:22]=2)(=[O:20])=[O:19])[CH2:3]1.[S:28]1[CH:32]=[CH:31][C:30]2[S:33][CH:34]=[CH:35][C:29]1=2.C(N(CC)CC)C.C1C=CC2N(O)N=NC=2C=1.[CH3:53][OH:54]. (4) Given the product [CH2:1]([CH:3]([CH2:12][CH2:13][CH2:14][CH3:15])[CH2:4][C:5]1[CH:6]=[C:7]([C:10]#[N:17])[S:8][CH:9]=1)[CH3:2], predict the reactants needed to synthesize it. The reactants are: [CH2:1]([CH:3]([CH2:12][CH2:13][CH2:14][CH3:15])[CH2:4][C:5]1[CH:6]=[C:7]([CH:10]=O)[S:8][CH:9]=1)[CH3:2].Cl.[NH2:17]O.O. (5) Given the product [Cl:1][C:2]1[CH:3]=[C:4]([C@@H:8]2[C@@H:13]([C:14]3[CH:15]=[CH:16][C:17]([Cl:20])=[CH:18][CH:19]=3)[N:12]([CH:61]3[CH2:30][CH2:29][CH2:56][O:58][CH2:59]3)[C:11](=[O:28])[CH2:10][CH2:9]2)[CH:5]=[CH:6][CH:7]=1, predict the reactants needed to synthesize it. The reactants are: [Cl:1][C:2]1[CH:3]=[C:4]([C@@H:8]2[C@@H:13]([C:14]3[CH:19]=[CH:18][C:17]([Cl:20])=[CH:16][CH:15]=3)[N:12](C(CCCO)CO)[C:11](=[O:28])[CH2:10][CH2:9]2)[CH:5]=[CH:6][CH:7]=1.[C:29]1(P(C2C=CC=CC=2)C2C=CC=CC=2)C=CC=C[CH:30]=1.N([C:56]([O:58][CH:59]([CH3:61])C)=O)=N[C:56]([O:58][CH:59](C)[CH3:61])=O. (6) Given the product [Cl:1][C:2]1[C:3]([O:8][CH2:9][CH:10]2[CH2:13][C:12]([F:15])([F:14])[CH2:11]2)=[N:4][CH:5]=[C:6]([B:19]2[O:20][C:21]([CH3:23])([CH3:22])[C:17]([CH3:33])([CH3:16])[O:18]2)[CH:7]=1, predict the reactants needed to synthesize it. The reactants are: [Cl:1][C:2]1[C:3]([O:8][CH2:9][CH:10]2[CH2:13][C:12]([F:15])([F:14])[CH2:11]2)=[N:4][CH:5]=[CH:6][CH:7]=1.[CH3:16][C:17]1([CH3:33])[C:21]([CH3:23])([CH3:22])[O:20][B:19]([B:19]2[O:20][C:21]([CH3:23])([CH3:22])[C:17]([CH3:33])([CH3:16])[O:18]2)[O:18]1.CO. (7) Given the product [Cl:1][C:2]1[CH:3]=[CH:4][C:5]([NH:18][CH2:19][CH:20]2[CH2:25][CH2:24][N:23]([CH:28]([CH2:29][CH3:30])[CH2:27][CH3:26])[CH2:22][CH2:21]2)=[C:6]([CH:17]=1)[C:7]([NH:9][C:10]1[CH:15]=[CH:14][C:13]([CH3:16])=[CH:12][N:11]=1)=[O:8], predict the reactants needed to synthesize it. The reactants are: [Cl:1][C:2]1[CH:3]=[CH:4][C:5]([NH:18][CH2:19][CH:20]2[CH2:25][CH2:24][NH:23][CH2:22][CH2:21]2)=[C:6]([CH:17]=1)[C:7]([NH:9][C:10]1[CH:15]=[CH:14][C:13]([CH3:16])=[CH:12][N:11]=1)=[O:8].[CH3:26][CH2:27][C:28](=O)[CH2:29][CH3:30].C([BH3-])#N.[Na+]. (8) Given the product [NH:1]=[C:2]1[N:6]([C:19]([O:21][CH3:22])=[O:20])[C:5]2[CH:7]=[CH:8][C:9]([O:11][C:19]([O:21][CH3:22])=[O:20])=[CH:10][C:4]=2[S:3]1, predict the reactants needed to synthesize it. The reactants are: [NH2:1][C:2]1[S:3][C:4]2[CH:10]=[C:9]([OH:11])[CH:8]=[CH:7][C:5]=2[N:6]=1.N1C=CC=CC=1.Cl[C:19]([O:21][CH3:22])=[O:20]. (9) Given the product [CH3:1][Si:2]([CH3:4])([CH3:3])[C:5]1[C:33]2[CH:34]=[CH:24][C:25]3[CH:31]=[CH:32][CH:20]=[C:21]([C:22]#[CH:23])[C:26]=3[C:27]=2[C:28]([Si:2]([CH3:4])([CH3:3])[CH3:1])=[C:29]2[C:6]=1[CH:10]=[CH:9][C:8]1[CH:7]=[CH:19][CH:18]=[CH:17][C:16]=12, predict the reactants needed to synthesize it. The reactants are: [CH3:1][Si:2]([C:5]#[CH:6])([CH3:4])[CH3:3].[CH2:7]([Li])[CH2:8][CH2:9][CH3:10].C1[C:29]2[C:28]3[C:27](=O)[C:26]4[C:25]5[CH:31]=[CH:32][CH:33]=[CH:34][C:24]=5[CH:23]=[CH:22][C:21]=4[C:20](=O)[C:19]=3[CH:18]=[CH:17][C:16]=2C=CC=1.[Sn](Cl)Cl.